The task is: Regression/Classification. Given a drug SMILES string, predict its absorption, distribution, metabolism, or excretion properties. Task type varies by dataset: regression for continuous measurements (e.g., permeability, clearance, half-life) or binary classification for categorical outcomes (e.g., BBB penetration, CYP inhibition). Dataset: cyp2d6_veith.. This data is from CYP2D6 inhibition data for predicting drug metabolism from PubChem BioAssay. (1) The drug is O=C(/C=C/c1cccc([N+](=O)[O-])c1)NCCN1CCOCC1. The result is 0 (non-inhibitor). (2) The compound is Cc1cccn2c(/C=N/OCc3cccc(F)c3)c(-c3ccc(Cl)cc3)nc12. The result is 0 (non-inhibitor).